Dataset: Catalyst prediction with 721,799 reactions and 888 catalyst types from USPTO. Task: Predict which catalyst facilitates the given reaction. (1) Reactant: [CH2:1]([O:8][C:9](=[O:15])[C:10](=[O:14])[CH:11]([CH3:13])[CH3:12])[C:2]1[CH:7]=[CH:6][CH:5]=[CH:4][CH:3]=1.C(O[BH-](OC(=O)C)OC(=O)C)(=O)C.[Na+]. Product: [CH2:1]([O:8][C:9](=[O:15])[CH:10]([OH:14])[CH:11]([CH3:13])[CH3:12])[C:2]1[CH:7]=[CH:6][CH:5]=[CH:4][CH:3]=1. The catalyst class is: 14. (2) Reactant: C([N:3](CC)CC)C.N[CH2:9][CH2:10][CH2:11][CH2:12][N:13]1[C:21]2[C:20]([CH3:22])=[C:19]([CH3:23])[N:18]=[C:17]([NH2:24])[C:16]=2[N:15]=[C:14]1[CH2:25][CH2:26][CH2:27][CH3:28].[CH3:29][S:30]([O:33]S(C)(=O)=O)(=O)=[O:31]. Product: [NH2:24][C:17]1[C:16]2[N:15]=[C:14]([CH2:25][CH2:26][CH2:27][CH3:28])[N:13]([CH2:12][CH2:11][CH2:10][CH2:9][CH2:29][S:30]([NH2:3])(=[O:33])=[O:31])[C:21]=2[C:20]([CH3:22])=[C:19]([CH3:23])[N:18]=1. The catalyst class is: 4. (3) Reactant: [O:1]=[C:2]1[C:10]2[C:5](=[CH:6][CH:7]=[CH:8][CH:9]=2)[C:4](=[O:11])[N:3]1[CH2:12][CH:13]([C:18]1[CH:23]=[CH:22][C:21]([O:24][Si:25]([CH:32]([CH3:34])[CH3:33])([CH:29]([CH3:31])[CH3:30])[CH:26]([CH3:28])[CH3:27])=[CH:20][CH:19]=1)[C:14]([O:16]C)=[O:15].[OH:35][Li].O. Product: [C:14]([CH:13]([C:18]1[CH:23]=[CH:22][C:21]([O:24][Si:25]([CH:29]([CH3:30])[CH3:31])([CH:32]([CH3:33])[CH3:34])[CH:26]([CH3:27])[CH3:28])=[CH:20][CH:19]=1)[CH2:12][NH:3][C:2]([C:10]1[CH:9]=[CH:8][CH:7]=[CH:6][C:5]=1[C:4]([OH:35])=[O:11])=[O:1])([OH:16])=[O:15]. The catalyst class is: 20. (4) Reactant: [CH2:1]([CH:8]1[C:17]2[C:12](=[CH:13][CH:14]=[C:15]([OH:18])[CH:16]=2)[CH2:11][CH2:10][CH:9]1[NH:19][C:20](=[O:26])[O:21][C:22]([CH3:25])([CH3:24])[CH3:23])[C:2]1[CH:7]=[CH:6][CH:5]=[CH:4][CH:3]=1.C(N(CC)CC)C.C1C=CC(N([S:41]([C:44]([F:47])([F:46])[F:45])(=[O:43])=[O:42])[S:41]([C:44]([F:47])([F:46])[F:45])(=[O:43])=[O:42])=CC=1. Product: [F:45][C:44]([F:47])([F:46])[S:41]([O:18][C:15]1[CH:14]=[CH:13][C:12]2[CH2:11][CH2:10][CH:9]([NH:19][C:20]([O:21][C:22]([CH3:23])([CH3:25])[CH3:24])=[O:26])[CH:8]([CH2:1][C:2]3[CH:7]=[CH:6][CH:5]=[CH:4][CH:3]=3)[C:17]=2[CH:16]=1)(=[O:43])=[O:42]. The catalyst class is: 4. (5) Reactant: [Cl:1][C:2]1[CH:3]=[C:4]([CH:30]=[CH:31][CH:32]=1)[CH2:5][N:6]1[C:10]2[CH:11]=[CH:12][C:13]3[N:14]([C:15]([CH3:18])=[N:16][N:17]=3)[C:9]=2[CH:8]=[C:7]1[C:19]1[CH:23]=[CH:22][N:21]([CH2:24][CH2:25][C:26]([O:28]C)=[O:27])[N:20]=1.[OH-].[Na+].O.Cl. Product: [Cl:1][C:2]1[CH:3]=[C:4]([CH:30]=[CH:31][CH:32]=1)[CH2:5][N:6]1[C:10]2[CH:11]=[CH:12][C:13]3[N:14]([C:15]([CH3:18])=[N:16][N:17]=3)[C:9]=2[CH:8]=[C:7]1[C:19]1[CH:23]=[CH:22][N:21]([CH2:24][CH2:25][C:26]([OH:28])=[O:27])[N:20]=1. The catalyst class is: 1. (6) Reactant: [NH:1]1[CH:5]=[C:4]([C:6]2[N:11]=[C:10]3[N:12]([CH2:15][C:16]4[CH:17]=[C:18]5[C:23](=[CH:24][CH:25]=4)[N:22]=[CH:21][CH:20]=[CH:19]5)[N:13]=[N:14][C:9]3=[N:8][CH:7]=2)[CH:3]=[N:2]1.C([O-])([O-])=O.[Cs+].[Cs+].[CH3:32][C:33]1([CH3:36])[CH2:35][O:34]1. Product: [CH3:32][C:33]([OH:34])([CH3:36])[CH2:35][N:2]1[CH:3]=[C:4]([C:6]2[N:11]=[C:10]3[N:12]([CH2:15][C:16]4[CH:17]=[C:18]5[C:23](=[CH:24][CH:25]=4)[N:22]=[CH:21][CH:20]=[CH:19]5)[N:13]=[N:14][C:9]3=[N:8][CH:7]=2)[CH:5]=[N:1]1. The catalyst class is: 3.